Dataset: M1 muscarinic receptor antagonist screen with 61,756 compounds. Task: Binary Classification. Given a drug SMILES string, predict its activity (active/inactive) in a high-throughput screening assay against a specified biological target. (1) The compound is S(CC(=O)N1CCCc2c1cccc2)c1n(c(nn1)c1sccc1)C. The result is 0 (inactive). (2) The drug is S(Cc1[nH]c2c(n1)cccc2)c1n(nnn1)C. The result is 0 (inactive).